Predict the reactants needed to synthesize the given product. From a dataset of Full USPTO retrosynthesis dataset with 1.9M reactions from patents (1976-2016). (1) Given the product [CH:1]([O:4][C:5]1[CH:6]=[CH:7][C:8]([CH3:12])=[C:9]([OH:14])[CH:10]=1)([CH3:3])[CH3:2], predict the reactants needed to synthesize it. The reactants are: [CH:1]([O:4][C:5]1[CH:6]=[CH:7][C:8]([CH3:12])=[C:9](N)[CH:10]=1)([CH3:3])[CH3:2].N([O-])=[O:14].[Na+]. (2) Given the product [F:12][C:13]([F:26])([F:25])[C:14]1[CH:15]=[C:16]([CH:18]=[C:19]([C:21]([F:24])([F:23])[F:22])[CH:20]=1)[CH2:28][NH:29][C:7](=[O:9])[C:6]1[CH:10]=[C:2]([Cl:1])[CH:3]=[CH:4][C:5]=1[OH:11], predict the reactants needed to synthesize it. The reactants are: [Cl:1][C:2]1[CH:10]=[C:6]([C:7]([OH:9])=O)[C:5]([OH:11])=[CH:4][CH:3]=1.[F:12][C:13]([F:26])([F:25])[C:14]1[CH:15]=[C:16]([CH:18]=[C:19]([C:21]([F:24])([F:23])[F:22])[CH:20]=1)N.C[CH2:28][N:29]=C=NCCCN(C)C. (3) Given the product [CH3:1][C:2]1[C:3]([CH2:17][NH2:18])=[CH:4][C:5]2[N:9]=[CH:8][N:7]([CH:10]3[CH2:15][CH2:14][CH2:13][CH2:12][O:11]3)[C:6]=2[CH:16]=1, predict the reactants needed to synthesize it. The reactants are: [CH3:1][C:2]1[C:3]([C:17]#[N:18])=[CH:4][C:5]2[N:9]=[CH:8][N:7]([CH:10]3[CH2:15][CH2:14][CH2:13][CH2:12][O:11]3)[C:6]=2[CH:16]=1. (4) Given the product [CH3:11][O:12][C:13]1[CH:21]=[CH:20][C:16]([C:17]([N:1]=[C:2]2[N:6]([CH:29]([CH2:34][CH3:35])[C:30]([O:32][CH3:33])=[O:31])[C:5]3[CH:7]=[CH:8][CH:9]=[CH:10][C:4]=3[S:3]2)=[O:18])=[CH:15][CH:14]=1, predict the reactants needed to synthesize it. The reactants are: [NH2:1][C:2]1[S:3][C:4]2[CH:10]=[CH:9][CH:8]=[CH:7][C:5]=2[N:6]=1.[CH3:11][O:12][C:13]1[CH:21]=[CH:20][C:16]([C:17](Cl)=[O:18])=[CH:15][CH:14]=1.C(=O)([O-])[O-].[K+].[K+].Br[CH:29]([CH2:34][CH3:35])[C:30]([O:32][CH3:33])=[O:31]. (5) Given the product [NH:1]1[C:5]2[CH:6]=[CH:7][CH:8]=[CH:9][C:4]=2[N:3]=[C:2]1[CH2:10][CH2:11][CH2:12][N:13]([CH3:31])[CH2:14][CH2:15][C@:16]1([O:30][C:39](=[O:43])[CH:40]([CH3:42])[CH3:41])[CH2:21][C@H:20]2[CH2:22][CH2:23][C@@H:17]1[CH:18]=[C:19]2[C:24]1[CH:25]=[CH:26][CH:27]=[CH:28][CH:29]=1, predict the reactants needed to synthesize it. The reactants are: [NH:1]1[C:5]2[CH:6]=[CH:7][CH:8]=[CH:9][C:4]=2[N:3]=[C:2]1[CH2:10][CH2:11][CH2:12][N:13]([CH3:31])[CH2:14][CH2:15][C:16]1([OH:30])[CH2:21][CH:20]2[CH2:22][CH2:23][CH:17]1[CH:18]=[C:19]2[C:24]1[CH:29]=[CH:28][CH:27]=[CH:26][CH:25]=1.CCN(CC)CC.[C:39](Cl)(=[O:43])[CH:40]([CH3:42])[CH3:41]. (6) Given the product [CH:27]1([NH:26][C:22]2[N:21]=[C:20]([C:8]3[N:4]4[CH:5]=[CH:6][CH:7]=[C:2]([N:32]5[CH2:37][CH2:36][O:35][CH2:34][CH2:33]5)[C:3]4=[N:10][C:9]=3[C:11]3[CH:16]=[CH:15][CH:14]=[C:13]([N+:17]([O-:19])=[O:18])[CH:12]=3)[CH:25]=[CH:24][N:23]=2)[CH2:28][CH2:29][CH2:30][CH2:31]1, predict the reactants needed to synthesize it. The reactants are: Cl[C:2]1[C:3]2[N:4]([C:8]([C:20]3[CH:25]=[CH:24][N:23]=[C:22]([NH:26][CH:27]4[CH2:31][CH2:30][CH2:29][CH2:28]4)[N:21]=3)=[C:9]([C:11]3[CH:16]=[CH:15][CH:14]=[C:13]([N+:17]([O-:19])=[O:18])[CH:12]=3)[N:10]=2)[CH:5]=[CH:6][CH:7]=1.[NH:32]1[CH2:37][CH2:36][O:35][CH2:34][CH2:33]1. (7) Given the product [C:13]([O:17][C:18]([N:20]1[CH2:25][CH2:24][C:23]2[NH:26][C:27]([C:29]3[CH:34]=[CH:33][N:32]=[C:31]([I:1])[N:30]=3)=[CH:28][C:22]=2[C:21]1=[O:37])=[O:19])([CH3:16])([CH3:15])[CH3:14], predict the reactants needed to synthesize it. The reactants are: [I-:1].[Cs+].II.N(OCCCCC)=O.[C:13]([O:17][C:18]([N:20]1[CH2:25][CH2:24][C:23]2[N:26](C)[C:27]([C:29]3[CH:34]=[CH:33][N:32]=[C:31](N)[N:30]=3)=[CH:28][C:22]=2[C:21]1=[O:37])=[O:19])([CH3:16])([CH3:15])[CH3:14].